Dataset: Forward reaction prediction with 1.9M reactions from USPTO patents (1976-2016). Task: Predict the product of the given reaction. (1) The product is: [Cl:7][C:8]1[CH:9]=[C:10]([CH:36]=[CH:37][C:38]=1[O:39][CH3:40])[CH2:11][NH:12][C:13]1[C:22]2[CH2:21][NH:20][CH2:19][CH2:18][C:17]=2[N:16]=[C:15]2[CH:30]=[CH:31][C:32]([C:34]#[N:35])=[CH:33][C:14]=12. Given the reactants CCOCC.Cl.[Cl:7][C:8]1[CH:9]=[C:10]([CH:36]=[CH:37][C:38]=1[O:39][CH3:40])[CH2:11][NH:12][C:13]1[C:22]2[CH2:21][N:20](C(OC(C)(C)C)=O)[CH2:19][CH2:18][C:17]=2[N:16]=[C:15]2[CH:30]=[CH:31][C:32]([C:34]#[N:35])=[CH:33][C:14]=12.C([O-])(O)=O.[Na+].C(Cl)Cl.CO, predict the reaction product. (2) Given the reactants [CH:1]1([C:4]2[CH:5]=[CH:6][C:7]([CH3:18])=[C:8]([NH:10][C:11](=[O:17])[O:12][C:13]([CH3:16])([CH3:15])[CH3:14])[CH:9]=2)[CH2:3][CH2:2]1.C([Li])(CC)C.[CH3:24][C:25]([CH3:29])([CH3:28])[CH:26]=[O:27].O, predict the reaction product. The product is: [C:13]([O:12][C:11](=[O:17])[NH:10][C:8]1[CH:9]=[C:4]([CH:1]2[CH2:2][CH2:3]2)[CH:5]=[CH:6][C:7]=1[CH2:18][CH:26]([OH:27])[C:25]([CH3:29])([CH3:28])[CH3:24])([CH3:14])([CH3:15])[CH3:16]. (3) Given the reactants Cl[C:2]1[C:11]2[C:6](=[CH:7][CH:8]=[CH:9][CH:10]=2)[CH:5]=[CH:4][N:3]=1.[F:12][C:13]([F:22])([F:21])[C:14]1[CH:15]=[C:16]([CH:18]=[CH:19][CH:20]=1)[NH2:17].CN1CCCC1=O, predict the reaction product. The product is: [F:12][C:13]([F:21])([F:22])[C:14]1[CH:15]=[C:16]([NH:17][C:2]2[C:11]3[C:6](=[CH:7][CH:8]=[CH:9][CH:10]=3)[CH:5]=[CH:4][N:3]=2)[CH:18]=[CH:19][CH:20]=1. (4) Given the reactants [Cl:1][C:2]1[N:9]=[C:8]([NH:10][C:11]2[CH:15]=[C:14]([CH3:16])[NH:13][N:12]=2)[CH:7]=[C:6]([CH3:17])[C:3]=1[C:4]#[N:5].Cl.[CH3:19][O:20][C:21]1[CH:30]=[CH:29][C:24]([O:25][CH2:26][CH2:27][NH2:28])=[CH:23][CH:22]=1.C(=O)([O-])O.[Na+].CS(C)=O, predict the reaction product. The product is: [ClH:1].[CH3:19][O:20][C:21]1[CH:30]=[CH:29][C:24]([O:25][CH2:26][CH2:27][NH:28][C:2]2[N:9]=[C:8]([NH:10][C:11]3[CH:15]=[C:14]([CH3:16])[NH:13][N:12]=3)[CH:7]=[C:6]([CH3:17])[C:3]=2[C:4]#[N:5])=[CH:23][CH:22]=1. (5) Given the reactants Cl[C:2]1[CH:3]=[C:4]([NH:11][C:12]2[CH:17]=[CH:16][CH:15]=[C:14]([N:18]3[CH2:22][CH2:21][CH2:20][CH:19]3[CH3:23])[N:13]=2)[C:5]2[N:6]([N:8]=[CH:9][N:10]=2)[CH:7]=1.CC1(C)C(C)(C)OB([C:32]2[CH:41]=[CH:40][C:35]([C:36]([O:38][CH3:39])=[O:37])=[CH:34][CH:33]=2)O1.CC(C1C=C(C(C)C)C(C2C=CC=CC=2P(C2CCCCC2)C2CCCCC2)=C(C(C)C)C=1)C.C(=O)([O-])[O-].[Na+].[Na+], predict the reaction product. The product is: [CH3:23][CH:19]1[CH2:20][CH2:21][CH2:22][N:18]1[C:14]1[N:13]=[C:12]([NH:11][C:4]2[C:5]3[N:6]([N:8]=[CH:9][N:10]=3)[CH:7]=[C:2]([C:32]3[CH:41]=[CH:40][C:35]([C:36]([O:38][CH3:39])=[O:37])=[CH:34][CH:33]=3)[CH:3]=2)[CH:17]=[CH:16][CH:15]=1. (6) The product is: [Cl:1][C:2]1[C:12]([O:13][CH3:14])=[CH:11][C:5]([O:6][CH2:7][CH:8]([OH:9])[CH2:10][N:27]2[CH2:26][CH2:25][CH:24]([O:23][C:22]3[CH:30]=[CH:31][C:19]([Cl:18])=[CH:20][CH:21]=3)[CH2:29][CH2:28]2)=[C:4]([N+:15]([O-:17])=[O:16])[CH:3]=1. Given the reactants [Cl:1][C:2]1[C:12]([O:13][CH3:14])=[CH:11][C:5]([O:6][CH2:7][CH:8]2[CH2:10][O:9]2)=[C:4]([N+:15]([O-:17])=[O:16])[CH:3]=1.[Cl:18][C:19]1[CH:31]=[CH:30][C:22]([O:23][CH:24]2[CH2:29][CH2:28][NH:27][CH2:26][CH2:25]2)=[CH:21][CH:20]=1, predict the reaction product. (7) Given the reactants [CH2:1]([O:3][P:4]([C:9]([C:15]1[CH:20]=[CH:19][C:18]([N+:21]([O-])=O)=[CH:17][CH:16]=1)([O:12][CH2:13][CH3:14])[PH2:10]=[O:11])(=[O:8])[O:5][CH2:6][CH3:7])[CH3:2].O.O.Cl[Sn]Cl, predict the reaction product. The product is: [CH2:1]([O:3][P:4]([C:9]([C:15]1[CH:16]=[CH:17][C:18]([NH2:21])=[CH:19][CH:20]=1)([O:12][CH2:13][CH3:14])[PH2:10]=[O:11])(=[O:8])[O:5][CH2:6][CH3:7])[CH3:2]. (8) Given the reactants [F:1][C:2]1[CH:3]=[C:4]([OH:11])[CH:5]=[CH:6][C:7]=1[N+:8]([O-:10])=[O:9].[C:12](=O)([O-])[O-].[K+].[K+], predict the reaction product. The product is: [F:1][C:2]1[CH:3]=[C:4]([O:11][CH3:12])[CH:5]=[CH:6][C:7]=1[N+:8]([O-:10])=[O:9].